This data is from Reaction yield outcomes from USPTO patents with 853,638 reactions. The task is: Predict the reaction yield, written as a fraction of the theoretical maximum amount of product (1.0 means a 100% yield; for example, 0.34 means a 34% yield). (1) The reactants are [CH:1]([C:3]1[C:11]2[O:10][CH2:9][CH:8]([C:12]3[CH:17]=[CH:16][C:15]([CH:18]([CH3:20])[CH3:19])=[CH:14][CH:13]=3)[C:7]=2[C:6]([CH3:21])=[C:5]([NH:22][C:23](=[O:29])[CH2:24][C:25]([CH3:28])([CH3:27])[CH3:26])[C:4]=1[CH3:30])=O.[CH3:31][NH:32][CH3:33]. No catalyst specified. The product is [CH3:31][N:32]([CH2:1][C:3]1[C:11]2[O:10][CH2:9][CH:8]([C:12]3[CH:17]=[CH:16][C:15]([CH:18]([CH3:19])[CH3:20])=[CH:14][CH:13]=3)[C:7]=2[C:6]([CH3:21])=[C:5]([NH:22][C:23](=[O:29])[CH2:24][C:25]([CH3:28])([CH3:26])[CH3:27])[C:4]=1[CH3:30])[CH3:33]. The yield is 0.370. (2) The yield is 0.925. The reactants are F.F.F.C(N(CC)CC)C.C(N(CC)CC)C.[Si]([O:35][CH2:36][C@H:37]1[O:41][C@@H:40]([N:42]2[CH:49]=[C:48]([CH3:50])[C:46](=[O:47])[NH:45][C:43]2=[O:44])[C@H:39]([O:51][CH2:52][CH2:53][O:54][N:55]([CH3:57])[CH3:56])[C@@H:38]1[OH:58])(C(C)(C)C)(C1C=CC=CC=1)C1C=CC=CC=1.CO. The catalyst is C1COCC1.C(Cl)Cl. The product is [CH3:56][N:55]([CH3:57])[O:54][CH2:53][CH2:52][O:51][C@@H:39]1[C@H:38]([OH:58])[C@@H:37]([CH2:36][OH:35])[O:41][C@H:40]1[N:42]1[CH:49]=[C:48]([CH3:50])[C:46](=[O:47])[NH:45][C:43]1=[O:44]. (3) The reactants are C(OC(=O)[NH:7][C:8](=[NH:37])[C:9]1[S:10][C:11]([S:35][CH3:36])=[C:12]([S:14]([C:17]2[CH:18]=[C:19]([C:23]3[CH:28]=[CH:27][CH:26]=[C:25]([C:29](=[O:34])[C:30]([F:33])([F:32])[F:31])[CH:24]=3)[CH:20]=[CH:21][CH:22]=2)(=[O:16])=[O:15])[CH:13]=1)(C)(C)C.[F:39][C:40]([F:45])([F:44])[C:41]([OH:43])=[O:42]. No catalyst specified. The product is [F:39][C:40]([F:45])([F:44])[C:41]([OH:43])=[O:42].[CH3:36][S:35][C:11]1[S:10][C:9]([C:8]([NH2:37])=[NH:7])=[CH:13][C:12]=1[S:14]([C:17]1[CH:18]=[C:19]([C:23]2[CH:28]=[CH:27][CH:26]=[C:25]([C:29](=[O:34])[C:30]([F:32])([F:33])[F:31])[CH:24]=2)[CH:20]=[CH:21][CH:22]=1)(=[O:16])=[O:15]. The yield is 0.800. (4) The yield is 0.680. The product is [C:22]([CH2:21][N:15]1[CH2:14][CH2:13][NH:12][CH2:11][CH2:10][N:9]([CH2:8][C:1]([O:3][C:4]([CH3:6])([CH3:5])[CH3:7])=[O:2])[CH2:20][CH2:19][N:18]([CH2:37][CH2:36][C:35]2[CH:34]=[CH:33][C:32]([N+:29]([O-:31])=[O:30])=[CH:40][CH:39]=2)[CH2:17][CH2:16]1)([O:24][C:25]([CH3:28])([CH3:27])[CH3:26])=[O:23]. The reactants are [C:1]([CH2:8][N:9]1[CH2:20][CH2:19][NH:18][CH2:17][CH2:16][N:15]([CH2:21][C:22]([O:24][C:25]([CH3:28])([CH3:27])[CH3:26])=[O:23])[CH2:14][CH2:13][NH:12][CH2:11][CH2:10]1)([O:3][C:4]([CH3:7])([CH3:6])[CH3:5])=[O:2].[N+:29]([C:32]1[CH:40]=[CH:39][C:35]([CH2:36][CH2:37]Br)=[CH:34][CH:33]=1)([O-:31])=[O:30].C([O-])([O-])=O.[K+].[K+]. The catalyst is C1(C)C=CC=CC=1. (5) The reactants are C(Cl)(=O)C(Cl)=O.[Br:7][C:8]1[CH:16]=[CH:15][C:11]([C:12](O)=[O:13])=[CH:10][C:9]=1[F:17].Cl.[CH3:19][NH:20][O:21][CH3:22].C(=O)([O-])[O-].[K+].[K+]. The catalyst is C(Cl)Cl.O.CN(C=O)C. The product is [Br:7][C:8]1[CH:16]=[CH:15][C:11]([C:12]([N:20]([O:21][CH3:22])[CH3:19])=[O:13])=[CH:10][C:9]=1[F:17]. The yield is 0.990. (6) The reactants are C([Li])CCC.CC1(C)CCCC(C)(C)N1.[Br:16][C:17]1[C:18]([Cl:26])=[N:19][CH:20]=[C:21]([CH:25]=1)[C:22]([OH:24])=[O:23].[I:27]I. The catalyst is C1COCC1. The product is [Br:16][C:17]1[C:18]([Cl:26])=[N:19][CH:20]=[C:21]([C:25]=1[I:27])[C:22]([OH:24])=[O:23]. The yield is 0.530. (7) The reactants are [CH3:1][O:2][C:3]1[CH:8]=[CH:7][CH:6]=[C:5]([CH3:9])[C:4]=1[N:10]1[CH:14]=[C:13]([C:15]([F:18])([F:17])[F:16])[CH:12]=[N:11]1.B1(B2OC(C)(C)C(C)(C)O2)OC(C)(C)C(C)(C)[O:20]1.OOS([O-])=O.[K+]. The catalyst is CO.CO.C1CC=CCCC=C1.C1CC=CCCC=C1.[Ir].[Ir].O. The product is [CH3:1][O:2][C:3]1[CH:8]=[C:7]([OH:20])[CH:6]=[C:5]([CH3:9])[C:4]=1[N:10]1[CH:14]=[C:13]([C:15]([F:18])([F:17])[F:16])[CH:12]=[N:11]1. The yield is 0.330.